From a dataset of Forward reaction prediction with 1.9M reactions from USPTO patents (1976-2016). Predict the product of the given reaction. (1) Given the reactants [CH3:1][O:2][C:3]1[CH:8]=[CH:7][CH:6]=[CH:5][C:4]=1[N:9]1[C:13](=[O:14])[C:12]([C:15]([O:17][CH2:18][CH3:19])=[O:16])=[CH:11][NH:10]1.F[C:21](F)(F)S(OC)(=O)=O, predict the reaction product. The product is: [CH3:1][O:2][C:3]1[CH:8]=[CH:7][CH:6]=[CH:5][C:4]=1[N:9]1[C:13](=[O:14])[C:12]([C:15]([O:17][CH2:18][CH3:19])=[O:16])=[CH:11][N:10]1[CH3:21]. (2) Given the reactants [P:1]([O:8][CH2:9][CH3:10])([O:5][CH2:6][CH3:7])[O:2]CC.ClC[C:13]1[CH:14]=[CH:15][C:16]2[S:21][C:20]3[N:22]=[CH:23][CH:24]=[N:25][C:19]=3[NH:18][C:17]=2[CH:26]=1.C(OCC)C, predict the reaction product. The product is: [N:25]1[C:19]2[NH:18][C:17]3[CH:26]=[C:13]([P:1](=[O:2])([O:5][CH2:6][CH3:7])[O:8][CH2:9][CH3:10])[CH:14]=[CH:15][C:16]=3[S:21][C:20]=2[N:22]=[CH:23][CH:24]=1. (3) Given the reactants Cl[C:2]1[N:7]=[N:6][C:5]([NH:8][C:9]2[CH:14]=[CH:13][C:12]([O:15][CH:16]([F:18])[F:17])=[CH:11][CH:10]=2)=[CH:4][CH:3]=1.[CH:19](B1OC(C)(C)C(C)(C)O1)=[CH2:20].C([O-])([O-])=O.[K+].[K+], predict the reaction product. The product is: [F:17][CH:16]([F:18])[O:15][C:12]1[CH:13]=[CH:14][C:9]([NH:8][C:5]2[N:6]=[N:7][C:2]([CH:19]=[CH2:20])=[CH:3][CH:4]=2)=[CH:10][CH:11]=1. (4) Given the reactants F[C:2]1[CH:9]=[CH:8][C:5]([CH:6]=[O:7])=[CH:4][CH:3]=1.[CH:10]1([SH:15])[CH2:14][CH2:13][CH2:12][CH2:11]1.C([O-])([O-])=O.[K+].[K+], predict the reaction product. The product is: [CH:10]1([S:15][C:2]2[CH:9]=[CH:8][C:5]([CH:6]=[O:7])=[CH:4][CH:3]=2)[CH2:14][CH2:13][CH2:12][CH2:11]1. (5) Given the reactants [CH2:1]([O:3][C:4](=[O:18])[CH2:5][C:6]1[C:7]([CH3:17])=[CH:8][N:9]2[C:14]=1[CH:13]=[CH:12][C:11]([C:15]#[N:16])=[CH:10]2)[CH3:2].[CH3:19][S:20]([C:23]1[CH:30]=[CH:29][C:26]([CH:27]=O)=[CH:25][CH:24]=1)(=[O:22])=[O:21].C([SiH](CC)CC)C.FC(F)(F)C(O)=O, predict the reaction product. The product is: [CH2:1]([O:3][C:4](=[O:18])[CH2:5][C:6]1[C:7]([CH3:17])=[C:8]([CH2:27][C:26]2[CH:25]=[CH:24][C:23]([S:20]([CH3:19])(=[O:22])=[O:21])=[CH:30][CH:29]=2)[N:9]2[C:14]=1[CH:13]=[CH:12][C:11]([C:15]#[N:16])=[CH:10]2)[CH3:2]. (6) The product is: [Cl:11][C:12]1[CH:13]=[N:14][C:15]([NH:18][C:19]2[S:20][CH:2]=[C:3]([C:5]3[CH:10]=[CH:9][CH:8]=[CH:7][N:6]=3)[N:21]=2)=[N:16][CH:17]=1. Given the reactants Br[CH2:2][C:3]([C:5]1[CH:10]=[CH:9][CH:8]=[CH:7][N:6]=1)=O.[Cl:11][C:12]1[CH:13]=[N:14][C:15]([NH:18][C:19]([NH2:21])=[S:20])=[N:16][CH:17]=1, predict the reaction product.